Dataset: Full USPTO retrosynthesis dataset with 1.9M reactions from patents (1976-2016). Task: Predict the reactants needed to synthesize the given product. (1) The reactants are: C([O:4][CH2:5][CH2:6][O:7][C:8]1[C:12]([C:13]2[CH:18]=[CH:17][C:16]([CH3:19])=[CH:15][CH:14]=2)=[C:11]([N:20](S(C2C=CC(C(C)(C)C)=CC=2)(=O)=O)[S:21]([C:24]2[CH:29]=[CH:28][C:27]([C:30]([CH3:33])([CH3:32])[CH3:31])=[CH:26][CH:25]=2)(=[O:23])=[O:22])[N:10]([CH2:47][CH2:48][O:49][Si:50]([C:53]([CH3:56])([CH3:55])[CH3:54])([CH3:52])[CH3:51])[N:9]=1)(=O)C.[OH-].[Na+]. Given the product [C:30]([C:27]1[CH:26]=[CH:25][C:24]([S:21]([NH:20][C:11]2[N:10]([CH2:47][CH2:48][O:49][Si:50]([C:53]([CH3:56])([CH3:55])[CH3:54])([CH3:52])[CH3:51])[N:9]=[C:8]([O:7][CH2:6][CH2:5][OH:4])[C:12]=2[C:13]2[CH:14]=[CH:15][C:16]([CH3:19])=[CH:17][CH:18]=2)(=[O:22])=[O:23])=[CH:29][CH:28]=1)([CH3:31])([CH3:32])[CH3:33], predict the reactants needed to synthesize it. (2) Given the product [CH2:32]([C@:34]1([CH2:41][S:42]([N:17]2[CH2:18][CH2:19][CH:14]([O:13][C:12]3[CH:11]=[CH:10][C:9]([O:8][C:3]([F:2])([F:22])[C:4]([F:7])([F:6])[F:5])=[CH:21][CH:20]=3)[CH2:15][CH2:16]2)(=[O:43])=[O:44])[NH:35][C:36](=[O:40])[NH:37][C:38]1=[O:39])[CH3:33], predict the reactants needed to synthesize it. The reactants are: Cl.[F:2][C:3]([F:22])([O:8][C:9]1[CH:21]=[CH:20][C:12]([O:13][CH:14]2[CH2:19][CH2:18][NH:17][CH2:16][CH2:15]2)=[CH:11][CH:10]=1)[C:4]([F:7])([F:6])[F:5].C(N(C(C)C)CC)(C)C.[CH2:32]([C@@:34]1([CH2:41][S:42](Cl)(=[O:44])=[O:43])[C:38](=[O:39])[NH:37][C:36](=[O:40])[NH:35]1)[CH3:33]. (3) Given the product [CH2:1]([C@@:5]1([CH2:28][CH3:29])[NH:11][C@H:10]([C:12]2[CH:13]=[CH:14][CH:15]=[CH:16][CH:17]=2)[C:9]2[CH:18]=[C:19]([O:24][CH3:25])[C:20]([CH2:22][NH:23][CH2:30][P:32](=[O:39])([O:36][CH2:37][CH3:38])[O:33][CH2:34][CH3:35])=[CH:21][C:8]=2[S:7](=[O:26])(=[O:27])[CH2:6]1)[CH2:2][CH2:3][CH3:4], predict the reactants needed to synthesize it. The reactants are: [CH2:1]([C@@:5]1([CH2:28][CH3:29])[NH:11][C@H:10]([C:12]2[CH:17]=[CH:16][CH:15]=[CH:14][CH:13]=2)[C:9]2[CH:18]=[C:19]([O:24][CH3:25])[C:20]([CH2:22][NH2:23])=[CH:21][C:8]=2[S:7](=[O:27])(=[O:26])[CH2:6]1)[CH2:2][CH2:3][CH3:4].[CH2:30]=O.[P:32]([O-:39])([O:36][CH2:37][CH3:38])[O:33][CH2:34][CH3:35]. (4) Given the product [F:22][C:23]([F:36])([F:35])[S:24]([O:12][C:6]1[CH:5]=[C:4]([CH2:3][O:2][CH3:1])[N:9]=[C:8]([S:10][CH3:11])[N:7]=1)(=[O:26])=[O:25], predict the reactants needed to synthesize it. The reactants are: [CH3:1][O:2][CH2:3][C:4]1[N:9]=[C:8]([S:10][CH3:11])[N:7]=[C:6]([OH:12])[CH:5]=1.C(N(CC)C(C)C)(C)C.[F:22][C:23]([F:36])([F:35])[S:24](O[S:24]([C:23]([F:36])([F:35])[F:22])(=[O:26])=[O:25])(=[O:26])=[O:25].